Dataset: Reaction yield outcomes from USPTO patents with 853,638 reactions. Task: Predict the reaction yield, written as a fraction of the theoretical maximum amount of product (1.0 means a 100% yield; for example, 0.34 means a 34% yield). (1) The reactants are [Cl:1][C:2]1[CH:6]=[CH:5][S:4][C:3]=1[C:7](=[O:16])[C:8]([C:10]1[CH:15]=[CH:14][N:13]=[CH:12][CH:11]=1)=[CH2:9].CO[CH:19](OC)[N:20](C)[CH3:21]. The catalyst is CN(C)C=O.O. The product is [Cl:1][C:2]1[CH:6]=[CH:5][S:4][C:3]=1[C:7](=[O:16])[C:8]([C:10]1[CH:15]=[CH:14][N:13]=[CH:12][CH:11]=1)=[CH:9][N:20]([CH3:21])[CH3:19]. The yield is 0.740. (2) The reactants are [CH3:1][C:2]1[CH:3]=[CH:4][CH:5]=[C:6]2[C:11]=1[C:10](=[O:12])[N:9]([C:13]1[CH:18]=[CH:17][CH:16]=[CH:15][C:14]=1[CH3:19])[C:8]([CH:20]=[O:21])=[CH:7]2.O.[CH2:23]1COCC1. No catalyst specified. The product is [OH:21][CH:20]([C:8]1[N:9]([C:13]2[CH:18]=[CH:17][CH:16]=[CH:15][C:14]=2[CH3:19])[C:10](=[O:12])[C:11]2[C:6]([CH:7]=1)=[CH:5][CH:4]=[CH:3][C:2]=2[CH3:1])[CH3:23]. The yield is 0.710. (3) The reactants are [OH:1][CH:2]1[CH2:7][CH2:6][N:5]([C:8]2[CH:18]=[CH:17][C:11]([C:12]([O:14][CH2:15][CH3:16])=[O:13])=[CH:10][CH:9]=2)[CH2:4][CH2:3]1.CCN(CC)CC.[CH3:26][S:27](Cl)(=[O:29])=[O:28]. The catalyst is C(Cl)Cl. The product is [CH3:26][S:27]([O:1][CH:2]1[CH2:7][CH2:6][N:5]([C:8]2[CH:18]=[CH:17][C:11]([C:12]([O:14][CH2:15][CH3:16])=[O:13])=[CH:10][CH:9]=2)[CH2:4][CH2:3]1)(=[O:29])=[O:28]. The yield is 1.00. (4) The reactants are [Cl:1][C:2]1[CH:8]=[C:7]([O:9][C:10]2[C:19]3[C:14](=[CH:15][C:16]([O:22][CH3:23])=[C:17]([O:20][CH3:21])[CH:18]=3)[N:13]=[CH:12][N:11]=2)[CH:6]=[CH:5][C:3]=1[NH2:4].C1(C)C=CC=CC=1.C(N(CC)CC)C.ClC(Cl)(O[C:42](=[O:48])[O:43][C:44](Cl)(Cl)Cl)Cl.[Cl:50][C:51]1[CH:56]=[CH:55][C:54]([S:57][CH2:58][CH2:59]CO)=[C:53]([CH3:62])[CH:52]=1. The catalyst is C(Cl)Cl. The product is [Cl:1][C:2]1[CH:8]=[C:7]([O:9][C:10]2[C:19]3[C:14](=[CH:15][C:16]([O:22][CH3:23])=[C:17]([O:20][CH3:21])[CH:18]=3)[N:13]=[CH:12][N:11]=2)[CH:6]=[CH:5][C:3]=1[NH:4][C:42](=[O:48])[O:43][CH2:44][CH2:59][CH2:58][S:57][C:54]1[CH:55]=[CH:56][C:51]([Cl:50])=[CH:52][C:53]=1[CH3:62]. The yield is 0.500. (5) The reactants are [NH2:1][C:2]1[CH:10]=[CH:9][C:8]([OH:11])=[CH:7][C:3]=1[C:4]([OH:6])=O.N1[CH:16]=[CH:15]N=C1.C(Cl)(=O)C.Cl.[NH2:22][CH:23]1[CH2:28][CH2:27][C:26](=[O:29])[NH:25][C:24]1=[O:30].P(OC1C=CC=CC=1)(OC1C=CC=CC=1)OC1C=CC=CC=1.Cl. The catalyst is C(#N)C.CO.O. The product is [OH:11][C:8]1[CH:7]=[C:3]2[C:2](=[CH:10][CH:9]=1)[N:1]=[C:15]([CH3:16])[N:22]([CH:23]1[CH2:28][CH2:27][C:26](=[O:29])[NH:25][C:24]1=[O:30])[C:4]2=[O:6]. The yield is 0.310. (6) The reactants are [CH3:1][O:2][C:3](=[O:28])[C:4]1[CH:26]=[CH:25][C:24]([OH:27])=[C:6]([C:7]([NH:9][C:10]2[CH:15]=[C:14]([C:16]([F:19])([F:18])[F:17])[CH:13]=[C:12]([C:20]([F:23])([F:22])[F:21])[CH:11]=2)=[O:8])[CH:5]=1.[H-].[Na+].[CH2:31](Br)[C:32]1[CH:37]=[CH:36][CH:35]=[CH:34][CH:33]=1.O. The catalyst is CN(C)C=O. The product is [CH3:1][O:2][C:3](=[O:28])[C:4]1[CH:26]=[CH:25][C:24]([O:27][CH2:31][C:32]2[CH:37]=[CH:36][CH:35]=[CH:34][CH:33]=2)=[C:6]([C:7]([NH:9][C:10]2[CH:15]=[C:14]([C:16]([F:19])([F:17])[F:18])[CH:13]=[C:12]([C:20]([F:21])([F:22])[F:23])[CH:11]=2)=[O:8])[CH:5]=1. The yield is 0.541. (7) The product is [C:1]1([C:7]2[O:11][N:10]=[C:9]([C:12]3[O:16][N:15]=[C:14]4[C:17]5[C:22]([CH2:23][CH2:24][C:13]=34)=[CH:21][C:20]([CH:25]([OH:26])[CH3:31])=[CH:19][CH:18]=5)[C:8]=2[C:27]([F:28])([F:29])[F:30])[CH:2]=[CH:3][CH:4]=[CH:5][CH:6]=1. The catalyst is C1COCC1. The yield is 1.00. The reactants are [C:1]1([C:7]2[O:11][N:10]=[C:9]([C:12]3[O:16][N:15]=[C:14]4[C:17]5[C:22]([CH2:23][CH2:24][C:13]=34)=[CH:21][C:20]([CH:25]=[O:26])=[CH:19][CH:18]=5)[C:8]=2[C:27]([F:30])([F:29])[F:28])[CH:6]=[CH:5][CH:4]=[CH:3][CH:2]=1.[CH3:31][Mg]Br. (8) The reactants are [Cl:1][C:2]1[C:10]([I:11])=[CH:9][C:5]([C:6]([OH:8])=[O:7])=[C:4]([CH3:12])[CH:3]=1.S(=O)(=O)(O)O.[CH3:18]O. No catalyst specified. The product is [Cl:1][C:2]1[C:10]([I:11])=[CH:9][C:5]([C:6]([O:8][CH3:18])=[O:7])=[C:4]([CH3:12])[CH:3]=1. The yield is 0.950.